This data is from Reaction yield outcomes from USPTO patents with 853,638 reactions. The task is: Predict the reaction yield, written as a fraction of the theoretical maximum amount of product (1.0 means a 100% yield; for example, 0.34 means a 34% yield). (1) The reactants are [C:1]([Si:5]([CH3:21])([CH3:20])[O:6][CH2:7][CH2:8][O:9][C:10]1[CH:15]=[CH:14][C:13]([N+:16]([O-])=O)=[C:12]([CH3:19])[CH:11]=1)([CH3:4])([CH3:3])[CH3:2]. The catalyst is [C].[Pd].O1CCCC1. The product is [C:1]([Si:5]([CH3:21])([CH3:20])[O:6][CH2:7][CH2:8][O:9][C:10]1[CH:15]=[CH:14][C:13]([NH2:16])=[C:12]([CH3:19])[CH:11]=1)([CH3:4])([CH3:3])[CH3:2]. The yield is 1.00. (2) The reactants are [CH3:1][C:2]1[C:10]2[C:9]([CH2:11][N:12]3[C:16]4[CH:17]=[CH:18][CH:19]=[CH:20][C:15]=4[N:14]([CH2:21][CH2:22][C:23]#[N:24])[C:13]3=[O:25])=[CH:8][S:7][C:6]=2[CH:5]=[CH:4][CH:3]=1.[N:26]([Si](C)(C)C)=[N+:27]=[N-:28].C([Sn](=O)CCCC)CCC.O. The catalyst is CN(C=O)C. The product is [CH3:1][C:2]1[C:10]2[C:9]([CH2:11][N:12]3[C:16]4[CH:17]=[CH:18][CH:19]=[CH:20][C:15]=4[N:14]([CH2:21][CH2:22][C:23]4[NH:28][N:27]=[N:26][N:24]=4)[C:13]3=[O:25])=[CH:8][S:7][C:6]=2[CH:5]=[CH:4][CH:3]=1. The yield is 0.650. (3) The product is [ClH:13].[N:7]1([CH2:6][CH2:5][CH2:4][C:3]([OH:12])=[O:2])[CH2:11][CH2:10][CH2:9][CH2:8]1. The yield is 0.650. No catalyst specified. The reactants are C[O:2][C:3](=[O:12])[CH2:4][CH2:5][CH2:6][N:7]1[CH2:11][CH2:10][CH2:9][CH2:8]1.[ClH:13]. (4) The catalyst is C1COCC1.C(OCC)(=O)C. The yield is 1.00. The product is [Cl:1][C:2]1[N:7]=[C:6]([NH:15][CH3:12])[C:5]([N+:9]([O-:11])=[O:10])=[CH:4][N:3]=1. The reactants are [Cl:1][C:2]1[N:7]=[C:6](Cl)[C:5]([N+:9]([O-:11])=[O:10])=[CH:4][N:3]=1.[CH:12]([N:15](C(C)C)CC)(C)C.CN. (5) The reactants are [Br:1][C:2]1[CH:7]=[CH:6][C:5](I)=[CH:4][CH:3]=1.[C:9]1([C:15]2[NH:16][C:17]3[C:22]([CH:23]=2)=[CH:21][CH:20]=[CH:19][CH:18]=3)[CH:14]=[CH:13][CH:12]=[CH:11][CH:10]=1.C(=O)([O-])[O-].[K+].[K+].ClC1C=CC=CC=1Cl. The catalyst is [Cu].CCCCCC.C(OCC)(=O)C.C1(C)C=CC=CC=1. The product is [Br:1][C:2]1[CH:7]=[CH:6][C:5]([N:16]2[C:17]3[C:22](=[CH:21][CH:20]=[CH:19][CH:18]=3)[CH:23]=[C:15]2[C:9]2[CH:14]=[CH:13][CH:12]=[CH:11][CH:10]=2)=[CH:4][CH:3]=1. The yield is 0.501. (6) The reactants are Br[C:2]1[CH:7]=[CH:6][C:5]([N:8]2[C:12]([CH2:13][C@@H:14]3[CH2:18][CH2:17][N:16]([C:19]([CH:21]4[CH2:23][CH2:22]4)=[O:20])[CH2:15]3)=[N:11][NH:10][C:9]2=[O:24])=[C:4]([CH3:25])[CH:3]=1.CC1(C)C(C)(C)OB([C:34]2[CH:35]=[CH:36][C:37]3[O:41][CH:40]=[CH:39][C:38]=3[CH:42]=2)O1.C([O-])([O-])=O.[K+].[K+].O1CCOCC1. The catalyst is C1C=CC(P(C2C=CC=CC=2)[C-]2C=CC=C2)=CC=1.C1C=CC(P(C2C=CC=CC=2)[C-]2C=CC=C2)=CC=1.Cl[Pd]Cl.[Fe+2].O. The product is [O:41]1[C:37]2[CH:36]=[CH:35][C:34]([C:2]3[CH:7]=[CH:6][C:5]([N:8]4[C:12]([CH2:13][C@@H:14]5[CH2:18][CH2:17][N:16]([C:19]([CH:21]6[CH2:23][CH2:22]6)=[O:20])[CH2:15]5)=[N:11][NH:10][C:9]4=[O:24])=[C:4]([CH3:25])[CH:3]=3)=[CH:42][C:38]=2[CH:39]=[CH:40]1. The yield is 0.366. (7) The reactants are [CH3:1][C:2]([CH3:34])([CH2:5][C@@:6]1([C:28]2[CH:33]=[CH:32][CH:31]=[CH:30][CH:29]=2)[O:11][C:10](=[O:12])[N:9]([C@H:13]([C:15]2[CH:20]=[CH:19][C:18]([C:21]3[CH:26]=[CH:25][C:24](=[O:27])[NH:23][CH:22]=3)=[CH:17][CH:16]=2)[CH3:14])[CH2:8][CH2:7]1)[C:3]#[N:4].[CH3:35]I.[H-].[Na+]. The catalyst is C1COCC1. The product is [CH3:34][C:2]([CH3:1])([CH2:5][C@@:6]1([C:28]2[CH:33]=[CH:32][CH:31]=[CH:30][CH:29]=2)[O:11][C:10](=[O:12])[N:9]([C@H:13]([C:15]2[CH:20]=[CH:19][C:18]([C:21]3[CH:26]=[CH:25][C:24](=[O:27])[N:23]([CH3:35])[CH:22]=3)=[CH:17][CH:16]=2)[CH3:14])[CH2:8][CH2:7]1)[C:3]#[N:4]. The yield is 0.850. (8) The reactants are [Cl:1][C:2]1[C:7]([C:8]([F:11])([F:10])[F:9])=[CH:6][CH:5]=[C:4](Cl)[N:3]=1.[NH3:13]. No catalyst specified. The product is [Cl:1][C:2]1[N:3]=[C:4]([NH2:13])[CH:5]=[CH:6][C:7]=1[C:8]([F:11])([F:10])[F:9]. The yield is 0.460. (9) The product is [C:14]1([CH3:21])[CH:15]=[C:16]([CH3:20])[CH:17]=[C:18]([CH3:19])[C:13]=1[N:10]1[C:4]2[C:5](=[O:9])[NH:6][N:7]=[C:2]([NH:1][CH:25]([CH2:28][CH3:29])[CH2:26][CH3:27])[C:3]=2[CH:12]=[CH:11]1. The yield is 0.250. The catalyst is CN(C=O)C.O. The reactants are [NH2:1][C:2]1[C:3]2[CH:12]=[CH:11][N:10]([C:13]3[C:18]([CH3:19])=[CH:17][C:16]([CH3:20])=[CH:15][C:14]=3[CH3:21])[C:4]=2[C:5](=[O:9])[N:6](C)[N:7]=1.[H-].[Na+].Br[CH:25]([CH2:28][CH3:29])[CH2:26][CH3:27].